This data is from Reaction yield outcomes from USPTO patents with 853,638 reactions. The task is: Predict the reaction yield, written as a fraction of the theoretical maximum amount of product (1.0 means a 100% yield; for example, 0.34 means a 34% yield). (1) The reactants are Cl.[NH2:2][C:3]1[C:4]2[C:14]([O:15][CH2:16][C@H:17]3[CH2:22][CH2:21][CH2:20][CH2:19][NH2+:18]3)=[CH:13][CH:12]=[CH:11][C:5]=2[NH:6][S:7](=[O:10])(=[O:9])[N:8]=1.[N:23]1[CH:28]=[CH:27][C:26]([CH2:29][C:30](O)=[O:31])=[CH:25][CH:24]=1. No catalyst specified. The product is [NH2:2][C:3]1[C:4]2[C:14]([O:15][CH2:16][C@H:17]3[CH2:22][CH2:21][CH2:20][CH2:19][N:18]3[C:30](=[O:31])[CH2:29][C:26]3[CH:27]=[CH:28][N:23]=[CH:24][CH:25]=3)=[CH:13][CH:12]=[CH:11][C:5]=2[NH:6][S:7](=[O:9])(=[O:10])[N:8]=1. The yield is 0.270. (2) The reactants are CO.C(C1C=C[C:8]([N:11]2[CH:15]([C:16]3[CH:21]=[CH:20][CH:19]=[CH:18][CH:17]=3)[C:14]([C:22](=[O:31])[C:23]3[CH:28]=[CH:27][C:26]([O:29][CH3:30])=[CH:25][CH:24]=3)=[C:13]([OH:32])[C:12]2=[O:33])=CC=1)=O.[CH2:34]([OH:37])[CH2:35][OH:36].O.C1(C)C=CC(S(O)(=O)=O)=CC=1. The product is [O:36]1[CH2:35][CH2:34][O:37][CH:8]1[N:11]1[CH:15]([C:16]2[CH:17]=[CH:18][CH:19]=[CH:20][CH:21]=2)[C:14]([C:22](=[O:31])[C:23]2[CH:24]=[CH:25][C:26]([O:29][CH3:30])=[CH:27][CH:28]=2)=[C:13]([OH:32])[C:12]1=[O:33]. The yield is 0.0800. The catalyst is O.C1(C)C=CC=CC=1. (3) The reactants are [CH3:1][C:2]1[CH:3]=[C:4]([CH:8]=[CH:9][C:10]=1[N:11]([CH:15]1[CH2:18][CH2:17][CH2:16]1)[C:12](=[O:14])[CH3:13])[C:5]([OH:7])=O.CN(C(ON1N=NC2C=CC=CC1=2)=[N+](C)C)C.[B-](F)(F)(F)F.C(N(C(C)C)CC)(C)C.[Cl:50][C:51]1[CH:62]=[CH:61][C:54]2[N:55]=[C:56]([CH:58]([NH2:60])[CH3:59])[NH:57][C:53]=2[CH:52]=1.ClCl. The catalyst is O1CCCC1.C(Cl)Cl.C(O)C. The product is [Cl:50][C:51]1[CH:62]=[CH:61][C:54]2[NH:55][C:56]([CH:58]([NH:60][C:5](=[O:7])[C:4]3[CH:8]=[CH:9][C:10]([N:11]([CH:15]4[CH2:18][CH2:17][CH2:16]4)[C:12](=[O:14])[CH3:13])=[C:2]([CH3:1])[CH:3]=3)[CH3:59])=[N:57][C:53]=2[CH:52]=1. The yield is 1.00. (4) The reactants are [Cl:1][C:2]1[CH:3]=[C:4]([C:9]2[N:10]([C:19]3[CH:24]=[CH:23][C:22]([S:25]([CH3:28])(=[O:27])=[O:26])=[CH:21][CH:20]=3)[CH2:11][C:12](O)([C:14]([F:17])([F:16])[F:15])[N:13]=2)[CH:5]=[CH:6][C:7]=1[CH3:8].O.C1(C)C=CC(S(O)(=O)=O)=CC=1. The catalyst is C1(C)C=CC=CC=1. The product is [Cl:1][C:2]1[CH:3]=[C:4]([C:9]2[N:10]([C:19]3[CH:24]=[CH:23][C:22]([S:25]([CH3:28])(=[O:26])=[O:27])=[CH:21][CH:20]=3)[CH:11]=[C:12]([C:14]([F:17])([F:15])[F:16])[N:13]=2)[CH:5]=[CH:6][C:7]=1[CH3:8]. The yield is 0.950. (5) The reactants are [F:1][C:2]1[CH:8]=[CH:7][CH:6]=[CH:5][C:3]=1[NH2:4].[C:9]([C:15]([O:17][CH3:18])=[O:16])#[C:10][C:11]([O:13][CH3:14])=[O:12]. The catalyst is C1C=CC(P(C2C=CC=CC=2)[C-]2C=CC=C2)=CC=1.C1C=CC(P(C2C=CC=CC=2)[C-]2C=CC=C2)=CC=1.[Fe+2]. The product is [F:1][C:2]1[CH:8]=[CH:7][CH:6]=[CH:5][C:3]=1[NH:4]/[C:10](=[CH:9]/[C:15]([O:17][CH3:18])=[O:16])/[C:11]([O:13][CH3:14])=[O:12]. The yield is 0.830.